This data is from NCI-60 drug combinations with 297,098 pairs across 59 cell lines. The task is: Regression. Given two drug SMILES strings and cell line genomic features, predict the synergy score measuring deviation from expected non-interaction effect. Drug 1: C1=CC(=CC=C1CCCC(=O)O)N(CCCl)CCCl. Drug 2: C1C(C(OC1N2C=NC3=C(N=C(N=C32)Cl)N)CO)O. Cell line: SF-539. Synergy scores: CSS=19.2, Synergy_ZIP=-8.72, Synergy_Bliss=-5.80, Synergy_Loewe=-5.71, Synergy_HSA=-5.63.